From a dataset of Full USPTO retrosynthesis dataset with 1.9M reactions from patents (1976-2016). Predict the reactants needed to synthesize the given product. (1) Given the product [Cl:14][C:15]1[CH:16]=[C:17]([N:18]=[C:6]=[S:7])[CH:19]=[CH:20][C:21]=1[C:22]#[C:23][C:24]1[CH:25]=[CH:26][CH:27]=[CH:28][CH:29]=1, predict the reactants needed to synthesize it. The reactants are: C(=O)([O-])[O-].[Ca+2].[C:6](Cl)(Cl)=[S:7].ClCCl.O.[Cl:14][C:15]1[CH:16]=[C:17]([CH:19]=[CH:20][C:21]=1[C:22]#[C:23][C:24]1[CH:29]=[CH:28][CH:27]=[CH:26][CH:25]=1)[NH2:18].Cl. (2) Given the product [F:1][C:2]1[C:3]([C:8]2[C:9]([C:15]([OH:17])=[O:16])=[N:10][CH:11]=[C:12]([CH3:14])[CH:13]=2)=[N:4][CH:5]=[CH:6][CH:7]=1, predict the reactants needed to synthesize it. The reactants are: [F:1][C:2]1[C:3]([C:8]2[C:9]([C:15]([O:17]C)=[O:16])=[N:10][CH:11]=[C:12]([CH3:14])[CH:13]=2)=[N:4][CH:5]=[CH:6][CH:7]=1.[OH-].[Na+]. (3) Given the product [C:1]([C:3]1[C:4]([O:38][CH3:39])=[C:5]([CH2:13][N:14]([CH3:37])[C:15](=[O:36])[CH:16]([N:24]2[CH2:28][CH2:27][C@H:26]([N:29]([CH3:44])[C:30](=[O:35])[C:31]([F:34])([F:33])[F:32])[CH2:25]2)[C:17]2[CH:22]=[CH:21][C:20]([F:23])=[CH:19][CH:18]=2)[C:6]2[C:11]([CH:12]=1)=[CH:10][CH:9]=[CH:8][CH:7]=2)#[N:2], predict the reactants needed to synthesize it. The reactants are: [C:1]([C:3]1[C:4]([O:38][CH3:39])=[C:5]([CH2:13][N:14]([CH3:37])[C:15](=[O:36])[CH:16]([N:24]2[CH2:28][CH2:27][C@H:26]([NH:29][C:30](=[O:35])[C:31]([F:34])([F:33])[F:32])[CH2:25]2)[C:17]2[CH:22]=[CH:21][C:20]([F:23])=[CH:19][CH:18]=2)[C:6]2[C:11]([CH:12]=1)=[CH:10][CH:9]=[CH:8][CH:7]=2)#[N:2].[H-].[Na+].IC.[C:44]([O-])(O)=O.[Na+]. (4) Given the product [Cl:18][C:15]1[CH:16]=[CH:17][C:12]([O:11][CH:8]2[CH2:9][CH2:10][N:5]([C:3](=[O:4])[CH2:2][NH:19][C:20]3[CH:30]=[CH:29][C:23]4[NH:24][C:25](=[O:28])[CH2:26][O:27][C:22]=4[CH:21]=3)[CH2:6][CH2:7]2)=[CH:13][CH:14]=1, predict the reactants needed to synthesize it. The reactants are: Cl[CH2:2][C:3]([N:5]1[CH2:10][CH2:9][CH:8]([O:11][C:12]2[CH:17]=[CH:16][C:15]([Cl:18])=[CH:14][CH:13]=2)[CH2:7][CH2:6]1)=[O:4].[NH2:19][C:20]1[CH:30]=[CH:29][C:23]2[NH:24][C:25](=[O:28])[CH2:26][O:27][C:22]=2[CH:21]=1.